Dataset: Full USPTO retrosynthesis dataset with 1.9M reactions from patents (1976-2016). Task: Predict the reactants needed to synthesize the given product. Given the product [NH2:1][C:2]1[CH:24]=[CH:23][C:5]([O:6][C:7]2[C:16]3[C:11](=[CH:12][C:13]([O:21][CH3:22])=[C:14]([C:17]([OH:19])=[O:18])[CH:15]=3)[N:10]=[CH:9][CH:8]=2)=[C:4]([F:25])[CH:3]=1, predict the reactants needed to synthesize it. The reactants are: [NH2:1][C:2]1[CH:24]=[CH:23][C:5]([O:6][C:7]2[C:16]3[C:11](=[CH:12][C:13]([O:21][CH3:22])=[C:14]([C:17]([O:19]C)=[O:18])[CH:15]=3)[N:10]=[CH:9][CH:8]=2)=[C:4]([F:25])[CH:3]=1.CO.[OH-].[Na+].Cl.